Task: Regression. Given two drug SMILES strings and cell line genomic features, predict the synergy score measuring deviation from expected non-interaction effect.. Dataset: NCI-60 drug combinations with 297,098 pairs across 59 cell lines (1) Drug 1: C1CN1P(=S)(N2CC2)N3CC3. Drug 2: CC(C)(C#N)C1=CC(=CC(=C1)CN2C=NC=N2)C(C)(C)C#N. Cell line: NCI-H460. Synergy scores: CSS=39.4, Synergy_ZIP=-1.00, Synergy_Bliss=-2.34, Synergy_Loewe=-0.832, Synergy_HSA=-2.04. (2) Drug 1: CC1=CC2C(CCC3(C2CCC3(C(=O)C)OC(=O)C)C)C4(C1=CC(=O)CC4)C. Drug 2: CN(CCCl)CCCl.Cl. Cell line: SK-MEL-2. Synergy scores: CSS=-4.45, Synergy_ZIP=2.55, Synergy_Bliss=-0.964, Synergy_Loewe=-8.97, Synergy_HSA=-6.99. (3) Drug 1: CC12CCC3C(C1CCC2=O)CC(=C)C4=CC(=O)C=CC34C. Drug 2: CN(C(=O)NC(C=O)C(C(C(CO)O)O)O)N=O. Cell line: NCI-H322M. Synergy scores: CSS=22.0, Synergy_ZIP=5.41, Synergy_Bliss=6.28, Synergy_Loewe=-8.99, Synergy_HSA=6.71.